Dataset: Full USPTO retrosynthesis dataset with 1.9M reactions from patents (1976-2016). Task: Predict the reactants needed to synthesize the given product. (1) Given the product [CH2:1]([O:3][C:4](=[O:26])[CH2:5][O:6][C:7]1[CH:12]=[CH:11][C:10]([N:13]([C:14]([O:16][C:17]([CH3:20])([CH3:19])[CH3:18])=[O:15])[CH3:29])=[CH:9][C:8]=1[CH2:21][CH2:22][CH2:23][O:24][CH3:25])[CH3:2], predict the reactants needed to synthesize it. The reactants are: [CH2:1]([O:3][C:4](=[O:26])[CH2:5][O:6][C:7]1[CH:12]=[CH:11][C:10]([NH:13][C:14]([O:16][C:17]([CH3:20])([CH3:19])[CH3:18])=[O:15])=[CH:9][C:8]=1[CH2:21][CH2:22][CH2:23][O:24][CH3:25])[CH3:2].[H-].[Na+].[CH3:29]N(C=O)C. (2) Given the product [Br-:28].[C:9]([C:8]([C:17]1[CH:22]=[CH:21][CH:20]=[CH:19][CH:18]=1)([C:11]1[CH:12]=[CH:13][CH:14]=[CH:15][CH:16]=1)[C:4]12[CH2:7][N+:1]([CH2:27][CH2:26][CH2:25][O:24][CH3:23])([CH2:6][CH2:5]1)[CH2:2][CH2:3]2)#[N:10], predict the reactants needed to synthesize it. The reactants are: [N:1]12[CH2:7][C:4]([C:8]([C:17]3[CH:22]=[CH:21][CH:20]=[CH:19][CH:18]=3)([C:11]3[CH:16]=[CH:15][CH:14]=[CH:13][CH:12]=3)[C:9]#[N:10])([CH2:5][CH2:6]1)[CH2:3][CH2:2]2.[CH3:23][O:24][CH2:25][CH2:26][CH2:27][Br:28]. (3) Given the product [NH2:24][C:19]1[CH:18]=[CH:17][C:16]([Br:15])=[CH:27][C:20]=1[C:21]([C:7]1[CH:6]=[CH:5][CH:4]=[C:3]([O:8][CH3:9])[C:2]=1[Cl:1])=[O:22], predict the reactants needed to synthesize it. The reactants are: [Cl:1][C:2]1[CH:7]=[CH:6][CH:5]=[CH:4][C:3]=1[O:8][CH3:9].C([Li])(CC)C.[Br:15][C:16]1[CH:17]=[CH:18][C:19]2[N:24]=C(C)[O:22][C:21](=O)[C:20]=2[CH:27]=1. (4) Given the product [Cl:13][C:14]1[C:15]([N:47]2[CH2:52][CH2:51][CH:50]3[NH:53][CH2:54][CH2:55][CH:49]3[CH2:48]2)=[CH:16][C:17]([C:45]#[N:46])=[CH:18][C:19]=1[NH:20][C:21]1[N:26]=[C:25]([N:27]([CH:37]2[CH2:39][CH2:38]2)[CH2:28][C:29]2[CH:30]=[CH:31][C:32]([O:35][CH3:36])=[CH:33][CH:34]=2)[C:24]2=[N:40][CH:41]=[C:42]([C:43]#[N:44])[N:23]2[N:22]=1, predict the reactants needed to synthesize it. The reactants are: [Si](OS(C(F)(F)F)(=O)=O)(C)(C)C.[Cl:13][C:14]1[C:19]([NH:20][C:21]2[N:26]=[C:25]([N:27]([CH:37]3[CH2:39][CH2:38]3)[CH2:28][C:29]3[CH:34]=[CH:33][C:32]([O:35][CH3:36])=[CH:31][CH:30]=3)[C:24]3=[N:40][CH:41]=[C:42]([C:43]#[N:44])[N:23]3[N:22]=2)=[CH:18][C:17]([C:45]#[N:46])=[CH:16][C:15]=1[N:47]1[CH2:52][CH2:51][CH:50]2[N:53](C(OC(C)(C)C)=O)[CH2:54][CH2:55][CH:49]2[CH2:48]1.N1C(C)=CC=CC=1C.